From a dataset of Peptide-MHC class I binding affinity with 185,985 pairs from IEDB/IMGT. Regression. Given a peptide amino acid sequence and an MHC pseudo amino acid sequence, predict their binding affinity value. This is MHC class I binding data. (1) The peptide sequence is SRTPYHVNL. The MHC is Mamu-B03 with pseudo-sequence Mamu-B03. The binding affinity (normalized) is 0.713. (2) The peptide sequence is SILSPFLPL. The MHC is HLA-A02:06 with pseudo-sequence HLA-A02:06. The binding affinity (normalized) is 0.570. (3) The peptide sequence is VEDERFWGL. The MHC is HLA-B40:01 with pseudo-sequence HLA-B40:01. The binding affinity (normalized) is 0.405. (4) The MHC is HLA-A68:02 with pseudo-sequence HLA-A68:02. The peptide sequence is WTAGADTSEV. The binding affinity (normalized) is 0.688.